The task is: Regression. Given a peptide amino acid sequence and an MHC pseudo amino acid sequence, predict their binding affinity value. This is MHC class II binding data.. This data is from Peptide-MHC class II binding affinity with 134,281 pairs from IEDB. (1) The peptide sequence is LGVYDYLVSTQEFRY. The MHC is DRB1_0101 with pseudo-sequence DRB1_0101. The binding affinity (normalized) is 0.439. (2) The peptide sequence is YDKFLAHVSTVLTGK. The MHC is DRB1_0101 with pseudo-sequence DRB1_0101. The binding affinity (normalized) is 0.841. (3) The peptide sequence is EKKYFAATQFEILAA. The MHC is HLA-DPA10201-DPB10501 with pseudo-sequence HLA-DPA10201-DPB10501. The binding affinity (normalized) is 0.840. (4) The peptide sequence is QMRSMPFLRKTRWTF. The MHC is HLA-DQA10601-DQB10402 with pseudo-sequence HLA-DQA10601-DQB10402. The binding affinity (normalized) is 0.770. (5) The peptide sequence is AAATAGTQVYGAFAA. The MHC is HLA-DQA10102-DQB10602 with pseudo-sequence HLA-DQA10102-DQB10602. The binding affinity (normalized) is 0.775. (6) The MHC is DRB4_0101 with pseudo-sequence DRB4_0103. The peptide sequence is GELQEVDKIDAAFKI. The binding affinity (normalized) is 0.631.